From a dataset of Full USPTO retrosynthesis dataset with 1.9M reactions from patents (1976-2016). Predict the reactants needed to synthesize the given product. (1) Given the product [O:11]1[C:10]2[CH:9]=[CH:8][CH:7]=[C:6]([CH2:5][CH2:4][NH2:1])[C:15]=2[O:14][CH2:13][CH2:12]1, predict the reactants needed to synthesize it. The reactants are: [N+:1]([CH:4]=[CH:5][C:6]1[C:15]2[O:14][CH2:13][CH2:12][O:11][C:10]=2[CH:9]=[CH:8][CH:7]=1)([O-])=O.[H-].[Al+3].[Li+].[H-].[H-].[H-]. (2) Given the product [C:3]1([CH3:2])[CH:4]=[CH:5][C:6]([C:9]2[O:10][C:11]3[CH:17]=[C:16]([CH:18]4[CH2:19][CH2:20][N:21]([C:24]([O:26][C:27]([CH3:29])([CH3:28])[CH3:30])=[O:25])[CH2:22][CH2:23]4)[CH:15]=[CH:14][C:12]=3[N:13]=2)=[CH:7][CH:8]=1, predict the reactants needed to synthesize it. The reactants are: F[CH:2](F)[C:3]1[CH:8]=[CH:7][C:6]([C:9]2[O:10][C:11]3[CH:17]=[C:16]([C:18]4[CH2:23][CH2:22][N:21]([C:24]([O:26][C:27]([CH3:30])([CH3:29])[CH3:28])=[O:25])[CH2:20][CH:19]=4)[CH:15]=[CH:14][C:12]=3[N:13]=2)=[CH:5][CH:4]=1. (3) Given the product [NH2:2][C:3]1[N:8]=[C:7]([NH:14][CH:11]2[CH2:13][CH2:12]2)[CH:6]=[C:5]([OH:10])[N:4]=1, predict the reactants needed to synthesize it. The reactants are: O.[NH2:2][C:3]1[N:8]=[C:7](Cl)[CH:6]=[C:5]([OH:10])[N:4]=1.[CH:11]1([NH2:14])[CH2:13][CH2:12]1. (4) Given the product [Cl:24][C:19]1[C:18]([NH:17][C:9](=[O:11])[C:8](=[O:12])[C:5]2[CH:4]=[CH:3][C:2]([Cl:1])=[CH:7][CH:6]=2)=[CH:23][CH:22]=[CH:21][N:20]=1, predict the reactants needed to synthesize it. The reactants are: [Cl:1][C:2]1[CH:7]=[CH:6][C:5]([C:8](=[O:12])[C:9]([OH:11])=O)=[CH:4][CH:3]=1.S(Cl)(Cl)=O.[NH2:17][C:18]1[C:19]([Cl:24])=[N:20][CH:21]=[CH:22][CH:23]=1.CC1C=CC(C(C(Cl)=O)=O)=CC=1. (5) Given the product [CH3:1][O:2][C:3](=[O:18])[CH2:4][C:9]([CH3:10])([C:11]1[O:12][C:13]([CH3:16])=[CH:14][CH:15]=1)[CH3:17], predict the reactants needed to synthesize it. The reactants are: [CH3:1][O:2][C:3](=[O:18])[CH:4]([C:9]([CH3:17])([C:11]1[O:12][C:13]([CH3:16])=[CH:14][CH:15]=1)[CH3:10])C(OC)=O.[Li+].[Cl-].O.